Dataset: Forward reaction prediction with 1.9M reactions from USPTO patents (1976-2016). Task: Predict the product of the given reaction. (1) Given the reactants [NH2:1][C:2]1[C:11]([CH3:12])=[C:10]2[C:5]([CH:6]=[N:7][C:8]([NH:13][C:14]3[CH:22]=[C:21]4[C:17]([CH:18]=[N:19][NH:20]4)=[CH:16][CH:15]=3)=[N:9]2)=[CH:4][CH:3]=1.[CH2:23]([N:25]=[C:26]=[O:27])[CH3:24], predict the reaction product. The product is: [NH:20]1[C:21]2[C:17](=[CH:16][CH:15]=[C:14]([NH:13][C:8]3[N:7]=[CH:6][C:5]4[C:10](=[C:11]([CH3:12])[C:2]([NH:1][C:26]([NH:25][CH2:23][CH3:24])=[O:27])=[CH:3][CH:4]=4)[N:9]=3)[CH:22]=2)[CH:18]=[N:19]1. (2) Given the reactants [Br:1][CH2:2][C:3]1[CH:4]=[C:5]([CH2:9][C:10]([OH:12])=[O:11])[CH:6]=[CH:7][CH:8]=1.Br[CH2:14]CC1C=CC(C(O)=O)=CC=1, predict the reaction product. The product is: [Br:1][CH2:2][C:3]1[CH:4]=[C:5]([CH2:9][C:10]([O:12][CH3:14])=[O:11])[CH:6]=[CH:7][CH:8]=1. (3) Given the reactants C([N:8]([CH3:40])[CH:9]1[CH2:14][CH2:13][CH:12]([N:15]([CH2:28][C:29]2[CH:30]=[C:31](B(O)O)[CH:32]=[CH:33][C:34]=2[O:35][CH3:36])[C:16]([C:18]2[S:22][C:21]3[CH:23]=[CH:24][CH:25]=[CH:26][C:20]=3[C:19]=2[Cl:27])=[O:17])[CH2:11][CH2:10]1)(OC(C)(C)C)=O.Br[C:42]1[CH:43]=[N:44][CH:45]=[N:46][CH:47]=1, predict the reaction product. The product is: [ClH:27].[ClH:27].[CH3:36][O:35][C:34]1[CH:33]=[CH:32][C:31]([C:42]2[CH:43]=[N:44][CH:45]=[N:46][CH:47]=2)=[CH:30][C:29]=1[CH2:28][N:15]([CH:12]1[CH2:11][CH2:10][CH:9]([NH:8][CH3:40])[CH2:14][CH2:13]1)[C:16]([C:18]1[S:22][C:21]2[CH:23]=[CH:24][CH:25]=[CH:26][C:20]=2[C:19]=1[Cl:27])=[O:17]. (4) The product is: [CH2:12]([NH:11][C:8]1[CH:9]=[CH:10][C:5]2[N:6]([C:2]([C:24]3[CH:37]=[CH:36][C:27]([CH2:28][O:29][C:30](=[O:35])[NH:31][CH:32]([CH3:33])[CH3:34])=[CH:26][CH:25]=3)=[CH:3][N:4]=2)[N:7]=1)[CH2:13][CH2:14][CH3:15]. Given the reactants Br[C:2]1[N:6]2[N:7]=[C:8]([NH:11][CH2:12][CH2:13][CH2:14][CH3:15])[CH:9]=[CH:10][C:5]2=[N:4][CH:3]=1.CC1(C)C(C)(C)OB([C:24]2[CH:37]=[CH:36][C:27]([CH2:28][O:29][C:30](=[O:35])[NH:31][CH:32]([CH3:34])[CH3:33])=[CH:26][CH:25]=2)O1.C([O-])([O-])=O.[K+].[K+], predict the reaction product. (5) Given the reactants [F:1][C:2]1[CH:7]=[CH:6][C:5]([CH2:8][C:9](Cl)=[O:10])=[CH:4][CH:3]=1.[S-:12][C:13]#[N:14].[K+].[NH2:16][C:17]1[CH:38]=[CH:37][C:20]([O:21][C:22]2[N:27]=[CH:26][N:25]=[C:24]([NH:28][C:29]([N:31]3[CH2:36][CH2:35][CH2:34][CH2:33][CH2:32]3)=[O:30])[CH:23]=2)=[C:19]([F:39])[CH:18]=1.CCCCCC, predict the reaction product. The product is: [F:39][C:19]1[CH:18]=[C:17]([NH:16][C:13]([NH:14][C:9](=[O:10])[CH2:8][C:5]2[CH:6]=[CH:7][C:2]([F:1])=[CH:3][CH:4]=2)=[S:12])[CH:38]=[CH:37][C:20]=1[O:21][C:22]1[N:27]=[CH:26][N:25]=[C:24]([NH:28][C:29]([N:31]2[CH2:36][CH2:35][CH2:34][CH2:33][CH2:32]2)=[O:30])[CH:23]=1. (6) Given the reactants [CH2:1]([C:3]1[S:4][C:5]([CH:10]2[CH2:15][CH2:14][S:13][CH2:12][CH2:11]2)=[CH:6][C:7]=1[CH2:8][OH:9])[CH3:2], predict the reaction product. The product is: [CH2:1]([C:3]1[S:4][C:5]([CH:10]2[CH2:15][CH2:14][S:13][CH2:12][CH2:11]2)=[CH:6][C:7]=1[CH:8]=[O:9])[CH3:2].